This data is from Forward reaction prediction with 1.9M reactions from USPTO patents (1976-2016). The task is: Predict the product of the given reaction. (1) Given the reactants Cl.Cl.[CH3:3][O:4][C:5]1[CH:10]=[CH:9][C:8]([NH:11][C:12]2[C:13]([NH2:18])=[CH:14][CH:15]=[CH:16][CH:17]=2)=[CH:7][CH:6]=1.[CH3:19][O:20][C:21](=[O:31])[C:22]1[CH:30]=[CH:29][C:25]([C:26]([O-])=[O:27])=[CH:24][CH:23]=1.C(N(CC)CC)C.CCCP1(OP(CCC)(=O)OP(CCC)(=O)O1)=O, predict the reaction product. The product is: [CH3:19][O:20][C:21](=[O:31])[C:22]1[CH:30]=[CH:29][C:25]([C:26]([NH:18][C:13]2[CH:14]=[CH:15][CH:16]=[CH:17][C:12]=2[NH:11][C:8]2[CH:7]=[CH:6][C:5]([O:4][CH3:3])=[CH:10][CH:9]=2)=[O:27])=[CH:24][CH:23]=1. (2) Given the reactants [OH:1][CH2:2][C@@H:3]1[CH2:7][CH2:6][CH2:5][NH:4]1.[C:8](Cl)(=[O:15])[C:9]1[CH:14]=[CH:13][CH:12]=[CH:11][CH:10]=1.C(=O)([O-])O.[Na+], predict the reaction product. The product is: [C:8]([N:4]1[CH2:5][CH2:6][CH2:7][C@H:3]1[CH2:2][OH:1])(=[O:15])[C:9]1[CH:14]=[CH:13][CH:12]=[CH:11][CH:10]=1. (3) Given the reactants [CH3:1][N:2]1[C:6]([C:7]2[CH:19]=[N:18][C:17]3[C:16]4[CH:15]=[CH:14][C:13]([C:20]([O:22][CH3:23])=[O:21])=[CH:12][C:11]=4[NH:10][C:9]=3[CH:8]=2)=[C:5]([CH3:24])[N:4]=[N:3]1.BrC1C=NC2C3C=CC(C(OC)=O)=CC=3N([C@@H:43]([CH:50]3[CH2:55][CH2:54][C:53]([F:57])([F:56])[CH2:52][CH2:51]3)[C:44]3[CH:49]=[CH:48][CH:47]=[CH:46][CH:45]=3)C=2C=1, predict the reaction product. The product is: [F:56][C:53]1([F:57])[CH2:54][CH2:55][CH:50]([CH:43]([C:44]2[CH:49]=[CH:48][CH:47]=[CH:46][CH:45]=2)[N:10]2[C:11]3[CH:12]=[C:13]([C:20]([O:22][CH3:23])=[O:21])[CH:14]=[CH:15][C:16]=3[C:17]3[N:18]=[CH:19][C:7]([C:6]4[N:2]([CH3:1])[N:3]=[N:4][C:5]=4[CH3:24])=[CH:8][C:9]2=3)[CH2:51][CH2:52]1. (4) The product is: [O:26]=[C:22]1[CH2:23][CH2:24][CH2:25][N:21]1[CH2:20][CH:19]=[O:33]. Given the reactants FC1C=CC(CC2C=C(N[CH2:19][CH2:20][N:21]3[CH2:25][CH2:24][CH2:23][C:22]3=[O:26])C(C(OCC)=O)=NC=2)=CC=1.ClC(=O)CC(OCC)=[O:33], predict the reaction product.